From a dataset of Full USPTO retrosynthesis dataset with 1.9M reactions from patents (1976-2016). Predict the reactants needed to synthesize the given product. (1) The reactants are: [C:1]([CH:3]1[CH2:7][CH2:6][CH2:5][CH2:4]1)#[CH:2].Br[C:9]1[CH:10]=[C:11]([CH:15]([OH:26])[CH2:16][CH2:17][NH:18][C:19](=[O:25])[O:20][C:21]([CH3:24])([CH3:23])[CH3:22])[CH:12]=[CH:13][CH:14]=1. Given the product [CH:3]1([C:1]#[C:2][C:9]2[CH:10]=[C:11]([CH:15]([OH:26])[CH2:16][CH2:17][NH:18][C:19](=[O:25])[O:20][C:21]([CH3:22])([CH3:24])[CH3:23])[CH:12]=[CH:13][CH:14]=2)[CH2:7][CH2:6][CH2:5][CH2:4]1, predict the reactants needed to synthesize it. (2) Given the product [CH2:1]([O:3][C:4]1[CH2:5][C:6]([CH3:16])([CH3:15])[CH:7]([CH:8]=[N:9][C:10]([NH2:11])=[O:14])[C:12](=[O:20])[CH:13]=1)[CH3:2], predict the reactants needed to synthesize it. The reactants are: [CH2:1]([O:3][C:4]1[CH2:5][C:6]([CH3:16])([CH3:15])[C:7]2[CH:8]=[N:9][C:10](=[O:14])[NH:11][C:12]=2[CH:13]=1)[CH3:2].Cl.C([OH:20])C.